From a dataset of Full USPTO retrosynthesis dataset with 1.9M reactions from patents (1976-2016). Predict the reactants needed to synthesize the given product. (1) The reactants are: [F:1][C:2]1[CH:7]=[CH:6][C:5]([CH2:8][CH2:9][N:10]([CH3:24])[S:11]([C:14]2[CH:18]=[C:17]([CH:19]([OH:23])[CH:20]([CH3:22])[CH3:21])[S:16][CH:15]=2)(=[O:13])=[O:12])=[CH:4][CH:3]=1.C[N+]1([O-])CCOCC1. Given the product [F:1][C:2]1[CH:7]=[CH:6][C:5]([CH2:8][CH2:9][N:10]([CH3:24])[S:11]([C:14]2[CH:18]=[C:17]([C:19](=[O:23])[CH:20]([CH3:21])[CH3:22])[S:16][CH:15]=2)(=[O:13])=[O:12])=[CH:4][CH:3]=1, predict the reactants needed to synthesize it. (2) Given the product [CH3:35][C@:32]12[C@@:31]3([CH3:36])[C@@H:22]([C@:23]4([CH3:48])[C@@H:28]([CH2:29][CH2:30]3)[C:27]([CH3:37])([CH3:38])[C:26]([C:39]3[CH:40]=[CH:41][C:42]([C:43]([OH:45])=[O:44])=[CH:46][CH:47]=3)=[CH:25][CH2:24]4)[CH2:21][CH2:20][C@@H:19]1[C@H:18]1[C@H:49]([C:52]([CH3:54])=[CH2:53])[CH2:50][CH2:51][C@:17]1([NH:16][CH2:15][CH2:14][N:62]1[CH2:63][CH2:64][N:59]([S:56]([CH3:55])(=[O:58])=[O:57])[CH2:60][CH2:61]1)[CH2:34][CH2:33]2, predict the reactants needed to synthesize it. The reactants are: C(OC(N1CCN([CH2:14][CH2:15][NH:16][C@:17]23[CH2:51][CH2:50][C@@H:49]([C:52]([CH3:54])=[CH2:53])[C@@H:18]2[C@@H:19]2[C@@:32]([CH3:35])([CH2:33][CH2:34]3)[C@@:31]3([CH3:36])[C@@H:22]([C@:23]4([CH3:48])[C@@H:28]([CH2:29][CH2:30]3)[C:27]([CH3:38])([CH3:37])[C:26]([C:39]3[CH:47]=[CH:46][C:42]([C:43]([OH:45])=[O:44])=[CH:41][CH:40]=3)=[CH:25][CH2:24]4)[CH2:21][CH2:20]2)CC1)=O)(C)(C)C.[CH3:55][S:56]([N:59]1[CH2:64][CH2:63][NH:62][CH2:61][CH2:60]1)(=[O:58])=[O:57].